This data is from NCI-60 drug combinations with 297,098 pairs across 59 cell lines. The task is: Regression. Given two drug SMILES strings and cell line genomic features, predict the synergy score measuring deviation from expected non-interaction effect. (1) Drug 1: CNC(=O)C1=NC=CC(=C1)OC2=CC=C(C=C2)NC(=O)NC3=CC(=C(C=C3)Cl)C(F)(F)F. Drug 2: CC(C)NC(=O)C1=CC=C(C=C1)CNNC.Cl. Cell line: PC-3. Synergy scores: CSS=4.72, Synergy_ZIP=-0.108, Synergy_Bliss=3.03, Synergy_Loewe=0.960, Synergy_HSA=2.26. (2) Drug 1: CN(C)C1=NC(=NC(=N1)N(C)C)N(C)C. Drug 2: C1CC(C1)(C(=O)O)C(=O)O.[NH2-].[NH2-].[Pt+2]. Cell line: EKVX. Synergy scores: CSS=0.161, Synergy_ZIP=-1.21, Synergy_Bliss=-1.73, Synergy_Loewe=-7.61, Synergy_HSA=-4.07.